This data is from Forward reaction prediction with 1.9M reactions from USPTO patents (1976-2016). The task is: Predict the product of the given reaction. (1) Given the reactants [NH:1]1[C:5]2=[N:6][CH:7]=[CH:8][C:9]([C:10]3[O:14][CH:13]=[C:12]([C:15](N)=[O:16])[CH:11]=3)=[C:4]2[CH:3]=[CH:2]1.C1CN([P+]([O:34]N2N=NC3C=CC=CC2=3)(N2CCCC2)N2CCCC2)CC1.F[P-](F)(F)(F)(F)F.CN1CCOCC1, predict the reaction product. The product is: [NH:1]1[C:5]2=[N:6][CH:7]=[CH:8][C:9]([C:10]3[O:14][CH:13]=[C:12]([C:15]([OH:16])=[O:34])[CH:11]=3)=[C:4]2[CH:3]=[CH:2]1. (2) Given the reactants [CH2:1]([Sn:5]([CH2:12][CH2:13][CH2:14][CH3:15])([CH2:8][CH2:9][CH2:10][CH3:11])[O:6][CH3:7])[CH2:2][CH2:3][CH3:4].OC[C:18]1[CH:31]=[CH:30][C:21]([C:22]([C:24]2[CH:29]=[CH:28][CH:27]=[CH:26][CH:25]=2)=[O:23])=[CH:20][CH:19]=1, predict the reaction product. The product is: [CH2:8]([Sn:5]([CH2:1][CH2:2][CH2:3][CH3:4])([CH2:12][CH2:13][CH2:14][CH3:15])[O:6][CH2:7][C:27]1[CH:28]=[CH:29][C:24]([C:22]([C:21]2[CH:30]=[CH:31][CH:18]=[CH:19][CH:20]=2)=[O:23])=[CH:25][CH:26]=1)[CH2:9][CH2:10][CH3:11]. (3) The product is: [C:44]([N:27]1[CH2:28][CH2:29][N:24]([C:23]2[N:15]([CH2:14][CH:11]3[CH2:13][CH2:12]3)[C:16]3[C:21]([N:22]=2)=[C:20]([N:31]2[CH2:36][CH2:35][O:34][CH2:33][CH2:32]2)[N:19]=[C:18]([C:37]2[CH:42]=[N:41][C:40]([NH2:43])=[N:39][CH:38]=2)[N:17]=3)[CH2:25][C@H:26]1[CH3:30])(=[O:46])[CH3:45]. Given the reactants C(N(CC)CC)C.C(Cl)Cl.[CH:11]1([CH2:14][N:15]2[C:23]([N:24]3[CH2:29][CH2:28][NH:27][C@H:26]([CH3:30])[CH2:25]3)=[N:22][C:21]3[C:16]2=[N:17][C:18]([C:37]2[CH:38]=[N:39][C:40]([NH2:43])=[N:41][CH:42]=2)=[N:19][C:20]=3[N:31]2[CH2:36][CH2:35][O:34][CH2:33][CH2:32]2)[CH2:13][CH2:12]1.[C:44](OC(=O)C)(=[O:46])[CH3:45], predict the reaction product. (4) Given the reactants [Cl:1][C:2]1[CH:7]=[CH:6][CH:5]=[C:4]([C:8]#[CH:9])[CH:3]=1.[Li]CCCC.CCCCCC.[C:21]([O:25][C:26]([N:28]1[CH2:33][CH2:32][C:31](=[O:34])[CH2:30][CH2:29]1)=[O:27])([CH3:24])([CH3:23])[CH3:22], predict the reaction product. The product is: [C:21]([O:25][C:26]([N:28]1[CH2:33][CH2:32][C:31]([C:9]#[C:8][C:4]2[CH:5]=[CH:6][CH:7]=[C:2]([Cl:1])[CH:3]=2)([OH:34])[CH2:30][CH2:29]1)=[O:27])([CH3:24])([CH3:22])[CH3:23]. (5) Given the reactants [Cl:1][C:2]1[N:7]=[C:6]([OH:8])[CH:5]=[C:4]([Cl:9])[N:3]=1.C([O-])([O-])=O.[K+].[K+].I[CH2:17][CH3:18], predict the reaction product. The product is: [Cl:1][C:2]1[N:7]([CH2:17][CH3:18])[C:6](=[O:8])[CH:5]=[C:4]([Cl:9])[N:3]=1. (6) Given the reactants O[C:2]1[C:3]2[N:11]=[CH:10][CH:9]=[C:8]([C:12]([NH2:14])=[O:13])[C:4]=2[N:5]=[CH:6][N:7]=1.[NH2:15][CH:16]1[CH:21]([C:22]2[CH:27]=[CH:26][C:25]([F:28])=[C:24]([Cl:29])[CH:23]=2)[CH2:20][CH2:19][N:18](C(OC(C)(C)C)=O)[CH2:17]1, predict the reaction product. The product is: [Cl:29][C:24]1[CH:23]=[C:22]([CH:21]2[CH2:20][CH2:19][NH:18][CH2:17][CH:16]2[NH:15][C:2]2[C:3]3[N:11]=[CH:10][CH:9]=[C:8]([C:12]([NH2:14])=[O:13])[C:4]=3[N:5]=[CH:6][N:7]=2)[CH:27]=[CH:26][C:25]=1[F:28]. (7) Given the reactants [CH3:1][C:2]1[CH:7]=[CH:6][C:5]([S:8]([O:11][CH2:12][CH:13]2[CH2:17][C:16]3[C:18](Br)=[CH:19][CH:20]=[CH:21][C:15]=3[O:14]2)(=[O:10])=[O:9])=[CH:4][CH:3]=1.[CH3:23][C:24]1[CH:29]=[CH:28][CH:27]=[C:26]([CH3:30])[C:25]=1B(O)O.O.O.O.O.O.O.O.O.[OH-].[Ba+2].[OH-].CC1C=CC(S(OCC2CC3C=CC=C(C4C=C(C(F)(F)F)C=C(C(F)(F)F)C=4)C=3O2)(=O)=O)=CC=1, predict the reaction product. The product is: [CH3:1][C:2]1[CH:7]=[CH:6][C:5]([S:8]([O:11][CH2:12][CH:13]2[CH2:17][C:16]3[C:18]([C:25]4[C:26]([CH3:30])=[CH:27][CH:28]=[CH:29][C:24]=4[CH3:23])=[CH:19][CH:20]=[CH:21][C:15]=3[O:14]2)(=[O:10])=[O:9])=[CH:4][CH:3]=1.